This data is from Reaction yield outcomes from USPTO patents with 853,638 reactions. The task is: Predict the reaction yield, written as a fraction of the theoretical maximum amount of product (1.0 means a 100% yield; for example, 0.34 means a 34% yield). (1) The reactants are [F:1][C:2]1[CH:10]=[CH:9][CH:8]=[CH:7][C:3]=1[CH:4]=[N:5][OH:6].N1C=CC=CC=1.ClN1[C:22](=[O:23])[CH2:21][CH2:20]C1=O.C(O)C#C. The catalyst is C1COCC1. The product is [F:1][C:2]1[CH:10]=[CH:9][CH:8]=[CH:7][C:3]=1[C:4]1[CH:20]=[C:21]([CH2:22][OH:23])[O:6][N:5]=1. The yield is 0.600. (2) The reactants are Br[C:2]1[CH:3]=[C:4]2[C:8](=[N:9][CH:10]=1)[NH:7][CH:6]=[CH:5]2.[CH3:11][O-:12].[Na+]. The catalyst is CN(C)C=O.CO.[Cu]Br. The product is [CH3:11][O:12][C:2]1[CH:3]=[C:4]2[CH:5]=[CH:6][NH:7][C:8]2=[N:9][CH:10]=1. The yield is 0.500. (3) The reactants are [C:1]([O:5][C:6]([N:8]1[CH2:13][CH2:12][N:11]([C:14]2[CH:19]=[CH:18][C:17]([NH2:20])=[CH:16][N:15]=2)[CH2:10][CH2:9]1)=[O:7])([CH3:4])([CH3:3])[CH3:2].C(N(C(C)C)CC)(C)C.[C:30]([C:34]1[CH:35]=[C:36]([NH:46][C:47](=O)[O:48]CC(Cl)(Cl)Cl)[N:37]([C:39]2[CH:44]=[CH:43][C:42]([CH3:45])=[CH:41][CH:40]=2)[N:38]=1)([CH3:33])([CH3:32])[CH3:31].CCOC(C)=O. The catalyst is CS(C)=O.O. The product is [C:1]([O:5][C:6]([N:8]1[CH2:13][CH2:12][N:11]([C:14]2[CH:19]=[CH:18][C:17]([NH:20][C:47]([NH:46][C:36]3[N:37]([C:39]4[CH:44]=[CH:43][C:42]([CH3:45])=[CH:41][CH:40]=4)[N:38]=[C:34]([C:30]([CH3:33])([CH3:32])[CH3:31])[CH:35]=3)=[O:48])=[CH:16][N:15]=2)[CH2:10][CH2:9]1)=[O:7])([CH3:4])([CH3:2])[CH3:3]. The yield is 0.850. (4) The reactants are F[P-](F)(F)(F)(F)F.N1(O[P+](N(C)C)(N(C)C)N(C)C)C2C=CC=CC=2N=N1.[NH2:28][C:29]1[CH:30]=[CH:31][C:32]([S:83][CH:84]2[CH2:86][CH2:85]2)=[C:33]([CH2:35][N:36]([CH3:82])[C:37]([CH:39]([NH:55][C:56]2[CH:57]=[C:58]3[C:63](=[CH:64][CH:65]=2)[C:62]([N:66]([C:74]([O:76][C:77]([CH3:80])([CH3:79])[CH3:78])=[O:75])[C:67]([O:69][C:70]([CH3:73])([CH3:72])[CH3:71])=[O:68])=[N:61][CH:60]=[C:59]3[F:81])[C:40]2[CH:45]=[C:44]([CH3:46])[C:43]([CH2:47][CH:48]([OH:53])[CH2:49][C:50]([OH:52])=O)=[C:42]([CH3:54])[CH:41]=2)=[O:38])[CH:34]=1. The catalyst is CN(C1C=CN=CC=1)C.ClCCl.CN(C=O)C. The product is [C:77]([O:76][C:74]([N:66]([C:62]1[C:63]2[C:58](=[CH:57][C:56]([NH:55][C@H:39]3[C:37](=[O:38])[N:36]([CH3:82])[CH2:35][C:33]4[CH:34]=[C:29]([CH:30]=[CH:31][C:32]=4[S:83][CH:84]4[CH2:85][CH2:86]4)[NH:28][C:50](=[O:52])[CH2:49][CH:48]([OH:53])[CH2:47][C:43]4[C:42]([CH3:54])=[CH:41][C:40]3=[CH:45][C:44]=4[CH3:46])=[CH:65][CH:64]=2)[C:59]([F:81])=[CH:60][N:61]=1)[C:67](=[O:68])[O:69][C:70]([CH3:71])([CH3:72])[CH3:73])=[O:75])([CH3:78])([CH3:79])[CH3:80]. The yield is 0.326. (5) The reactants are [CH:1]1([C:4]([N:6]2[CH2:10][CH2:9][C@@H:8]([CH2:11][NH:12][C:13]3[C:18]([N+:19]([O-])=O)=[CH:17][C:16]([CH3:22])=[CH:15][N:14]=3)[CH2:7]2)=[O:5])[CH2:3][CH2:2]1.[H][H]. The catalyst is CO.[Pd]. The product is [CH:1]1([C:4]([N:6]2[CH2:10][CH2:9][C@@H:8]([CH2:11][NH:12][C:13]3[C:18]([NH2:19])=[CH:17][C:16]([CH3:22])=[CH:15][N:14]=3)[CH2:7]2)=[O:5])[CH2:3][CH2:2]1. The yield is 0.940. (6) The reactants are Br[C:2]1[CH:7]=[C:6]([F:8])[CH:5]=[CH:4][C:3]=1[N+:9]([O-:11])=[O:10].[CH2:12](B(O)O)[CH3:13].C([O-])([O-])=O.[K+].[K+].N#N. The catalyst is O1CCOCC1.O.CCOC(C)=O.C1C=CC(P(C2C=CC=CC=2)[C-]2C=CC=C2)=CC=1.C1C=CC(P(C2C=CC=CC=2)[C-]2C=CC=C2)=CC=1.Cl[Pd]Cl.[Fe+2]. The product is [CH2:12]([C:2]1[CH:7]=[C:6]([F:8])[CH:5]=[CH:4][C:3]=1[N+:9]([O-:11])=[O:10])[CH3:13]. The yield is 0.240. (7) The reactants are [F:1][C:2]1[C:7]2[O:8][CH2:9][O:10][C:6]=2[CH:5]=[C:4]([CH2:11]O)[CH:3]=1.C([O-])(O)=O.[Na+].O=S(Cl)[Cl:20]. No catalyst specified. The product is [Cl:20][CH2:11][C:4]1[CH:3]=[C:2]([F:1])[C:7]2[O:8][CH2:9][O:10][C:6]=2[CH:5]=1. The yield is 0.920.